This data is from Forward reaction prediction with 1.9M reactions from USPTO patents (1976-2016). The task is: Predict the product of the given reaction. (1) Given the reactants O[CH2:2][C:3]1[CH:4]=[C:5]2[C:11]3([CH2:15][CH2:14][N:13]([C:16]([O:18][C:19]([CH3:22])([CH3:21])[CH3:20])=[O:17])[CH2:12]3)[CH2:10][N:9]([C:23]([O:25][CH2:26][CH2:27][Si:28]([CH3:31])([CH3:30])[CH3:29])=[O:24])[C:6]2=[CH:7][CH:8]=1.C(Br)(Br)(Br)[Br:33].C1(P(C2C=CC=CC=2)C2C=CC=CC=2)C=CC=CC=1, predict the reaction product. The product is: [Br:33][CH2:2][C:3]1[CH:4]=[C:5]2[C:11]3([CH2:15][CH2:14][N:13]([C:16]([O:18][C:19]([CH3:22])([CH3:21])[CH3:20])=[O:17])[CH2:12]3)[CH2:10][N:9]([C:23]([O:25][CH2:26][CH2:27][Si:28]([CH3:31])([CH3:30])[CH3:29])=[O:24])[C:6]2=[CH:7][CH:8]=1. (2) Given the reactants [C:1]([C:3]1[CH:4]=[C:5]2[C:10](=[CH:11][C:12]=1[O:13][C:14]1[CH:19]=[CH:18][C:17]([C:20](=[O:36])[NH:21][C:22]3[CH:27]=[CH:26][CH:25]=[C:24]([C:28]4[CH:33]=[CH:32][C:31]([CH3:34])=[C:30]([CH3:35])[CH:29]=4)[N:23]=3)=[CH:16][CH:15]=1)[O:9][CH2:8][CH2:7][CH:6]2[C:37]([O:39]C)=[O:38])#[N:2].O.[OH-].[Li+].O.Cl.O1CCOCC1, predict the reaction product. The product is: [C:1]([C:3]1[CH:4]=[C:5]2[C:10](=[CH:11][C:12]=1[O:13][C:14]1[CH:19]=[CH:18][C:17]([C:20](=[O:36])[NH:21][C:22]3[CH:27]=[CH:26][CH:25]=[C:24]([C:28]4[CH:33]=[CH:32][C:31]([CH3:34])=[C:30]([CH3:35])[CH:29]=4)[N:23]=3)=[CH:16][CH:15]=1)[O:9][CH2:8][CH2:7][CH:6]2[C:37]([OH:39])=[O:38])#[N:2]. (3) Given the reactants [CH2:1]([O:3][C:4]([C:6]1[C:11]([NH2:12])=[CH:10][N:9]=[C:8](Cl)[N:7]=1)=[O:5])[CH3:2].[H][H], predict the reaction product. The product is: [CH2:1]([O:3][C:4]([C:6]1[C:11]([NH2:12])=[CH:10][N:9]=[CH:8][N:7]=1)=[O:5])[CH3:2]. (4) Given the reactants OC(C(F)(F)F)=O.[NH2:8][C:9]1[CH:10]=[C:11]([CH:14]=[CH:15][N:16]=1)[C:12]#[N:13].[Br:17]N1C(=O)CCC1=O, predict the reaction product. The product is: [NH2:8][C:9]1[CH:10]=[C:11]([C:14]([Br:17])=[CH:15][N:16]=1)[C:12]#[N:13]. (5) Given the reactants C([N:8]1[CH2:13][CH2:12][N:11]([C:14](=[O:36])[CH2:15][CH2:16][C:17]2[CH:35]=[CH:34][CH:33]=[CH:32][C:18]=2[CH2:19][C:20]2[CH:31]=[CH:30][CH:29]=[CH:28][C:21]=2[CH2:22][CH2:23][NH:24][C:25](=[O:27])[CH3:26])[C@H:10]([CH2:37][C:38]2[CH:43]=[CH:42][C:41]([C:44]#[N:45])=[CH:40][CH:39]=2)[CH2:9]1)C1C=CC=CC=1.Cl.C(N(CC)CC)C.[N-:54]=[N+:55]=[N-:56].[Na+], predict the reaction product. The product is: [NH:54]1[C:44]([C:41]2[CH:40]=[CH:39][C:38]([CH2:37][C@@H:10]3[CH2:9][NH:8][CH2:13][CH2:12][N:11]3[C:14](=[O:36])[CH2:15][CH2:16][C:17]3[CH:35]=[CH:34][CH:33]=[CH:32][C:18]=3[CH2:19][C:20]3[CH:31]=[CH:30][CH:29]=[CH:28][C:21]=3[CH2:22][CH2:23][NH:24][C:25](=[O:27])[CH3:26])=[CH:43][CH:42]=2)=[N:45][N:56]=[N:55]1. (6) Given the reactants [C:1]([C:3]1[CH:4]=[C:5]([C:16](=[O:24])[C:17]2[CH:22]=[CH:21][C:20](F)=[CH:19][CH:18]=2)[N:6]2[C:15]3[C:10](=[CH:11][CH:12]=[CH:13][CH:14]=3)[CH:9]=[CH:8][C:7]=12)#[N:2].C(=O)([O-])[O-].[NH:29]1[CH:33]=[CH:32][N:31]=[CH:30]1, predict the reaction product. The product is: [C:1]([C:3]1[CH:4]=[C:5]([C:16](=[O:24])[C:17]2[CH:22]=[CH:21][C:20]([N:29]3[CH:33]=[CH:32][N:31]=[CH:30]3)=[CH:19][CH:18]=2)[N:6]2[C:15]3[C:10](=[CH:11][CH:12]=[CH:13][CH:14]=3)[CH:9]=[CH:8][C:7]=12)#[N:2].